This data is from Full USPTO retrosynthesis dataset with 1.9M reactions from patents (1976-2016). The task is: Predict the reactants needed to synthesize the given product. (1) Given the product [C:1]([O:5][C:6](=[O:36])[NH:7][C:8]1([C:12]2[CH:13]=[CH:14][C:15]([C:38]3[C:47](=[O:48])[C:46]4[C:41](=[CH:42][C:43]([CH3:51])=[C:44]([O:49][CH3:50])[CH:45]=4)[O:40][C:39]=3[C:52]3[CH:57]=[CH:56][CH:55]=[CH:54][CH:53]=3)=[CH:16][CH:17]=2)[CH2:9][CH2:10][CH2:11]1)([CH3:4])([CH3:2])[CH3:3], predict the reactants needed to synthesize it. The reactants are: [C:1]([O:5][C:6](=[O:36])[NH:7][C:8]1([C:12]2[CH:17]=[CH:16][C:15](C3C(=O)C4C(=CC=C(F)C=4)OC=3C3C=CC=CC=3)=[CH:14][CH:13]=2)[CH2:11][CH2:10][CH2:9]1)([CH3:4])([CH3:3])[CH3:2].I[C:38]1[C:47](=[O:48])[C:46]2[C:41](=[CH:42][C:43]([CH3:51])=[C:44]([O:49][CH3:50])[CH:45]=2)[O:40][C:39]=1[C:52]1[CH:57]=[CH:56][CH:55]=[CH:54][CH:53]=1. (2) Given the product [Br:1][C:2]1[CH:7]=[C:6]([S:8]([CH3:9])=[O:18])[CH:5]=[CH:4][N:3]=1, predict the reactants needed to synthesize it. The reactants are: [Br:1][C:2]1[CH:7]=[C:6]([S:8][CH3:9])[CH:5]=[CH:4][N:3]=1.BrC1C=CC(S(C)=[O:18])=NC=1. (3) The reactants are: Br[C:2]1[CH:3]=[N:4][C:5]([C:8]([OH:11])([CH3:10])[CH3:9])=[N:6][CH:7]=1.[OH:12][C:13]([CH3:46])([CH3:45])[CH2:14][C@@:15]1([C:39]2[CH:44]=[CH:43][CH:42]=[CH:41][CH:40]=2)[O:20][C:19](=[O:21])[N:18]([C@H:22]([C:24]2[CH:29]=[CH:28][C:27](B3OC(C)(C)C(C)(C)O3)=[CH:26][CH:25]=2)[CH3:23])[CH2:17][CH2:16]1.C([O-])(O)=O.[Na+]. Given the product [OH:12][C:13]([CH3:45])([CH3:46])[CH2:14][C@@:15]1([C:39]2[CH:44]=[CH:43][CH:42]=[CH:41][CH:40]=2)[O:20][C:19](=[O:21])[N:18]([C@H:22]([C:24]2[CH:25]=[CH:26][C:27]([C:2]3[CH:3]=[N:4][C:5]([C:8]([OH:11])([CH3:10])[CH3:9])=[N:6][CH:7]=3)=[CH:28][CH:29]=2)[CH3:23])[CH2:17][CH2:16]1, predict the reactants needed to synthesize it. (4) Given the product [F:9][C:8]1[CH:7]=[CH:6][C:5]([C:10]2[CH:15]=[CH:14][CH:13]=[C:12]([CH2:16][N:17]3[CH2:22][CH2:21][NH:20][C@@H:19]([CH3:30])[CH2:18]3)[CH:11]=2)=[CH:4][C:3]=1[CH2:2][NH:1][C:40]([C:38]1[CH:37]=[CH:36][C:35]2[O:31][CH2:32][O:33][C:34]=2[CH:39]=1)=[O:41], predict the reactants needed to synthesize it. The reactants are: [NH2:1][CH2:2][C:3]1[CH:4]=[C:5]([C:10]2[CH:15]=[CH:14][CH:13]=[C:12]([CH2:16][N:17]3[CH2:22][CH2:21][N:20](C(OC(C)(C)C)=O)[C@@H:19]([CH3:30])[CH2:18]3)[CH:11]=2)[CH:6]=[CH:7][C:8]=1[F:9].[O:31]1[C:35]2[CH:36]=[CH:37][C:38]([C:40](O)=[O:41])=[CH:39][C:34]=2[O:33][CH2:32]1.CN(C(ON1N=NC2C=CC=NC1=2)=[N+](C)C)C.F[P-](F)(F)(F)(F)F.C(N(C(C)C)CC)(C)C. (5) Given the product [Cl:14][C:10]1[CH:9]=[C:8]([C:7]2[N:16]([C:18]3[N:23]=[CH:22][C:21]([S:24]([NH2:27])(=[O:26])=[O:25])=[CH:20][CH:19]=3)[N:17]=[C:4]([CH3:5])[N:6]=2)[CH:13]=[CH:12][CH:11]=1, predict the reactants needed to synthesize it. The reactants are: C(O[C:4](=[N:6][C:7](=O)[C:8]1[CH:13]=[CH:12][CH:11]=[C:10]([Cl:14])[CH:9]=1)[CH3:5])C.[NH:16]([C:18]1[N:23]=[CH:22][C:21]([S:24]([NH2:27])(=[O:26])=[O:25])=[CH:20][CH:19]=1)[NH2:17].O.